Dataset: Full USPTO retrosynthesis dataset with 1.9M reactions from patents (1976-2016). Task: Predict the reactants needed to synthesize the given product. (1) The reactants are: [C:1]([C:4]1[CH:9]=[CH:8][C:7]([NH:10][C@@H:11]([C:26]2[CH:27]=[C:28]([O:36][CH3:37])[C:29]3OCOC[C:30]=3[CH:35]=2)[C:12]2[NH:16][C:15](=[O:17])[N:14]([C:18]3[N:19]=[CH:20][S:21][C:22]=3[C:23]([OH:25])=[O:24])[N:13]=2)=[CH:6][CH:5]=1)(=[NH:3])[NH2:2].[CH3:38][O:39]C(=O)N=C(SC)C(C1C=C(OC)C=C(OC)C=1)=NC1C=CC(C2N=C(C)ON=2)=CC=1. Given the product [C:1]([C:4]1[CH:9]=[CH:8][C:7]([NH:10][C@@H:11]([C:26]2[CH:27]=[C:28]([O:36][CH3:37])[CH:29]=[C:30]([O:39][CH3:38])[CH:35]=2)[C:12]2[NH:16][C:15](=[O:17])[N:14]([C:18]3[N:19]=[CH:20][S:21][C:22]=3[C:23]([OH:25])=[O:24])[N:13]=2)=[CH:6][CH:5]=1)(=[NH:3])[NH2:2], predict the reactants needed to synthesize it. (2) Given the product [NH2:1][C:2]1[N:10]=[CH:9][N:8]=[C:7]2[C:3]=1[N:4]([C:22]1[CH:27]=[CH:26][C:25]([O:28][C:29]3[CH:34]=[CH:33][CH:32]=[CH:31][CH:30]=3)=[CH:24][CH:23]=1)[C:5](=[O:21])[N:6]2[CH:11]1[CH2:15][CH2:14][N:13]([C:16]([C:17](=[CH:35][C:36]([CH3:39])([N:40]2[CH2:45][CH2:44][O:43][CH2:42][CH2:41]2)[CH3:37])[C:18]#[N:19])=[O:20])[CH2:12]1, predict the reactants needed to synthesize it. The reactants are: [NH2:1][C:2]1[N:10]=[CH:9][N:8]=[C:7]2[C:3]=1[N:4]([C:22]1[CH:27]=[CH:26][C:25]([O:28][C:29]3[CH:34]=[CH:33][CH:32]=[CH:31][CH:30]=3)=[CH:24][CH:23]=1)[C:5](=[O:21])[N:6]2[CH:11]1[CH2:15][CH2:14][N:13]([C:16](=[O:20])[CH2:17][C:18]#[N:19])[CH2:12]1.[CH3:35][C:36]([N:40]1[CH2:45][CH2:44][O:43][CH2:42][CH2:41]1)([CH3:39])[CH:37]=O.N1CCCCC1.C(OCC)(=O)C. (3) Given the product [F:17][C:18]1[CH:23]=[CH:22][C:21]([CH3:24])=[CH:20][C:19]=1[NH:25][C:26]([NH:13][C:12]1[CH:14]=[CH:15][C:9]([B:4]2[O:3][C:2]([CH3:16])([CH3:1])[C:6]([CH3:7])([CH3:8])[O:5]2)=[CH:10][CH:11]=1)=[O:27], predict the reactants needed to synthesize it. The reactants are: [CH3:1][C:2]1([CH3:16])[C:6]([CH3:8])([CH3:7])[O:5][B:4]([C:9]2[CH:15]=[CH:14][C:12]([NH2:13])=[CH:11][CH:10]=2)[O:3]1.[F:17][C:18]1[CH:23]=[CH:22][C:21]([CH3:24])=[CH:20][C:19]=1[N:25]=[C:26]=[O:27]. (4) Given the product [CH:14]([N:12]1[CH2:13][CH:9]2[CH:8]([CH2:18][O:19][CH3:20])[CH:7]([N:4]3[CH2:5][CH2:6][CH:2]([NH:1][C:23]4[C:32]5[C:27](=[CH:28][CH:29]=[C:30]([C:33]([F:35])([F:36])[F:34])[CH:31]=5)[N:26]=[CH:25][N:24]=4)[C:3]3=[O:21])[CH2:17][CH:10]2[CH2:11]1)([CH3:16])[CH3:15], predict the reactants needed to synthesize it. The reactants are: [NH2:1][CH:2]1[CH2:6][CH2:5][N:4]([CH:7]2[CH2:17][CH:10]3[CH2:11][N:12]([CH:14]([CH3:16])[CH3:15])[CH2:13][CH:9]3[CH:8]2[CH2:18][O:19][CH3:20])[C:3]1=[O:21].Cl[C:23]1[C:32]2[C:27](=[CH:28][CH:29]=[C:30]([C:33]([F:36])([F:35])[F:34])[CH:31]=2)[N:26]=[CH:25][N:24]=1.C(N(CC)CC)C.